From a dataset of Reaction yield outcomes from USPTO patents with 853,638 reactions. Predict the reaction yield, written as a fraction of the theoretical maximum amount of product (1.0 means a 100% yield; for example, 0.34 means a 34% yield). The reactants are [NH2:1][CH:2]1[CH2:7][CH2:6][N:5]([C:8]2[C:13]([F:14])=[CH:12][C:11]([N:15]3[CH2:19][C@H:18]([CH2:20][NH:21][C:22](=[O:24])[CH3:23])[O:17][C:16]3=[O:25])=[CH:10][C:9]=2[F:26])[CH2:4][CH2:3]1.CO[CH:29]1[CH2:33][CH2:32][CH:31](OC)O1. The catalyst is C(O)(=O)C.O.ClC(Cl)C. The product is [F:14][C:13]1[CH:12]=[C:11]([N:15]2[CH2:19][C@H:18]([CH2:20][NH:21][C:22](=[O:24])[CH3:23])[O:17][C:16]2=[O:25])[CH:10]=[C:9]([F:26])[C:8]=1[N:5]1[CH2:4][CH2:3][CH:2]([N:1]2[CH:29]=[CH:33][CH:32]=[CH:31]2)[CH2:7][CH2:6]1. The yield is 0.800.